Dataset: Full USPTO retrosynthesis dataset with 1.9M reactions from patents (1976-2016). Task: Predict the reactants needed to synthesize the given product. (1) Given the product [CH3:9][C:7]1[CH:8]=[C:3]([OH:2])[C:4](=[CH:5][CH:6]=1)[OH:12], predict the reactants needed to synthesize it. The reactants are: C[O:2][C:3]1[CH:8]=[C:7]([CH3:9])[CH:6]=[CH:5][C:4]=1C.N([O-])=[O:12].[Na+]. (2) The reactants are: [H-].[Na+].[F:3][C:4]1[C:9]([C:10]2[NH:11][CH:12]=[CH:13][C:14]=2[F:15])=[CH:8][CH:7]=[CH:6][N:5]=1.C1OCCOCCOCCOCCOC1.FC(F)(F)S(O[Si:37]([CH:44]([CH3:46])[CH3:45])([CH:41]([CH3:43])[CH3:42])[CH:38]([CH3:40])[CH3:39])(=O)=O. Given the product [F:3][C:4]1[C:9]([C:10]2[N:11]([Si:37]([CH:44]([CH3:46])[CH3:45])([CH:41]([CH3:43])[CH3:42])[CH:38]([CH3:40])[CH3:39])[CH:12]=[CH:13][C:14]=2[F:15])=[CH:8][CH:7]=[CH:6][N:5]=1, predict the reactants needed to synthesize it. (3) Given the product [N:30]1([CH2:29][CH2:28][CH2:27][CH2:26][C:25]#[C:24][C:12]2[C:13]3[N:14]=[C:15]([CH2:20][CH2:21][CH2:22][CH3:23])[N:16]=[C:17]([NH2:19])[C:18]=3[N:10]([CH2:9][O:8][CH2:1][C:2]3[CH:7]=[CH:6][CH:5]=[CH:4][CH:3]=3)[C:11]=2[CH3:36])[CH2:31][CH2:32][CH2:34]1, predict the reactants needed to synthesize it. The reactants are: [CH2:1]([O:8][CH2:9][N:10]1[C:18]2[C:17]([NH2:19])=[N:16][C:15]([CH2:20][CH2:21][CH2:22][CH3:23])=[N:14][C:13]=2[C:12]([C:24]#[C:25][CH2:26][CH2:27][CH2:28][CH2:29][N:30]2[CH2:34]C[CH2:32][CH2:31]2)=[CH:11]1)[C:2]1[CH:7]=[CH:6][CH:5]=[CH:4][CH:3]=1.N[C:36]1C2N(COCC3C=CC=CC=3)C(C)=C(C#CCCCC=O)C=2N=C(CCCC)N=1.N1CCC1. (4) Given the product [C:17]([NH:20][C:21]1[CH:22]=[CH:23][C:24]([S:27]([C:30]2[CH:36]=[CH:35][C:33]([NH:34][C:9](=[O:10])[C@:8]([OH:7])([CH3:16])[C:12]([F:15])([F:14])[F:13])=[C:32]([Cl:37])[CH:31]=2)(=[O:29])=[O:28])=[CH:25][CH:26]=1)(=[O:19])[CH3:18], predict the reactants needed to synthesize it. The reactants are: C(Cl)(=O)C(Cl)=O.[OH:7][C@@:8]([CH3:16])([C:12]([F:15])([F:14])[F:13])[C:9](O)=[O:10].[C:17]([NH:20][C:21]1[CH:26]=[CH:25][C:24]([S:27]([C:30]2[CH:36]=[CH:35][C:33]([NH2:34])=[C:32]([Cl:37])[CH:31]=2)(=[O:29])=[O:28])=[CH:23][CH:22]=1)(=[O:19])[CH3:18].CCOCC. (5) Given the product [C:22]1([C:19]2[O:18][C:17]([C:15]([NH:14][C:11]3[CH:10]=[CH:9][C:8]([CH2:7][C:6]([OH:28])=[O:5])=[CH:13][CH:12]=3)=[O:16])=[CH:21][CH:20]=2)[CH:23]=[CH:24][CH:25]=[CH:26][CH:27]=1, predict the reactants needed to synthesize it. The reactants are: [OH-].[Na+].C([O:5][C:6](=[O:28])[CH2:7][C:8]1[CH:13]=[CH:12][C:11]([NH:14][C:15]([C:17]2[O:18][C:19]([C:22]3[CH:27]=[CH:26][CH:25]=[CH:24][CH:23]=3)=[CH:20][CH:21]=2)=[O:16])=[CH:10][CH:9]=1)C. (6) Given the product [Cl:1][CH2:2][CH2:3][CH2:4][CH2:5][O:6][C:7]1[CH:12]=[CH:11][C:10]([N+:13]([O-:15])=[O:14])=[C:9]([CH2:17][S:18]([C:21]2[C:30]3[C:25](=[CH:26][CH:27]=[CH:28][CH:29]=3)[CH:24]=[CH:23][CH:22]=2)(=[O:19])=[O:20])[CH:8]=1, predict the reactants needed to synthesize it. The reactants are: [Cl:1][CH2:2][CH2:3][CH2:4][CH2:5][O:6][C:7]1[CH:12]=[CH:11][C:10]([N+:13]([O-:15])=[O:14])=[CH:9][CH:8]=1.Cl[CH2:17][S:18]([C:21]1[C:30]2[C:25](=[CH:26][CH:27]=[CH:28][CH:29]=2)[CH:24]=[CH:23][CH:22]=1)(=[O:20])=[O:19].CC(C)([O-])C.[K+].Cl. (7) Given the product [NH2:19][C:16]1[CH:17]=[CH:18][C:13]([C@@H:9]([NH:8][C:6]([O:5][C:1]([CH3:4])([CH3:3])[CH3:2])=[O:7])[C:10]([OH:12])=[O:11])=[CH:14][CH:15]=1, predict the reactants needed to synthesize it. The reactants are: [C:1]([O:5][C:6]([NH:8][C@H:9]([C:13]1[CH:18]=[CH:17][C:16]([N+:19]([O-])=O)=[CH:15][CH:14]=1)[C:10]([OH:12])=[O:11])=[O:7])([CH3:4])([CH3:3])[CH3:2]. (8) Given the product [F:1][C@H:2]1[CH2:6][CH2:5][N:4]([CH2:7][C:8]2[CH:9]=[CH:10][C:11]([NH2:14])=[N:12][CH:13]=2)[CH2:3]1, predict the reactants needed to synthesize it. The reactants are: [F:1][C@H:2]1[CH2:6][CH2:5][N:4]([CH2:7][C:8]2[CH:9]=[CH:10][C:11]([NH:14]C(=O)OC(C)(C)C)=[N:12][CH:13]=2)[CH2:3]1.C(O)(C(F)(F)F)=O. (9) Given the product [CH3:16][C:4]1[C:3]([CH3:17])=[C:2]([N:21]2[CH2:22][CH2:23][NH:24][C@H:19]([CH3:18])[CH2:20]2)[N:7]=[N:6][C:5]=1[C:8]([C:10]1[CH:11]=[N:12][CH:13]=[CH:14][CH:15]=1)=[O:9], predict the reactants needed to synthesize it. The reactants are: Cl[C:2]1[N:7]=[N:6][C:5]([C:8]([C:10]2[CH:11]=[N:12][CH:13]=[CH:14][CH:15]=2)=[O:9])=[C:4]([CH3:16])[C:3]=1[CH3:17].[CH3:18][C@H:19]1[NH:24][CH2:23][CH2:22][NH:21][CH2:20]1.C(N(CC)CC)C.